From a dataset of Forward reaction prediction with 1.9M reactions from USPTO patents (1976-2016). Predict the product of the given reaction. Given the reactants [F:1][C:2]([F:30])([F:29])C1C=C(N(CC2C=CC=C([C:2]([F:30])([F:29])[F:1])C=2)CC(O)[C:2]([F:30])([F:29])[F:1])C=CC=1Br.C([Sn]([C:44]#[C:45][C:46]1[CH:51]=[CH:50][CH:49]=[CH:48][CH:47]=1)(CCCC)CCCC)CCC.C([C:56]1[CH:61]=[CH:60][C:59](C#C[SnH3])=[C:58](CCCC)[C:57]=1CCCC)CCC.C1(C#C[CH:81]([N:92]([C:103]([OH:109])([CH3:108])[C:104]([F:107])([F:106])[F:105])C2C=CC=C(C(F)(F)F)C=2)[C:82]2[CH:87]=[CH:86][CH:85]=[C:84]([C:88]([F:91])([F:90])[F:89])[CH:83]=2)C=CC=CC=1, predict the reaction product. The product is: [C:56]1([C:44]#[C:45][C:46]2[CH:47]=[CH:48][C:49]([N:92]([C:103]([OH:109])([CH3:108])[C:104]([F:106])([F:107])[F:105])[CH2:81][C:82]3[CH:87]=[CH:86][CH:85]=[C:84]([C:88]([F:91])([F:90])[F:89])[CH:83]=3)=[CH:50][C:51]=2[C:2]([F:30])([F:29])[F:1])[CH:61]=[CH:60][CH:59]=[CH:58][CH:57]=1.